Dataset: Peptide-MHC class I binding affinity with 185,985 pairs from IEDB/IMGT. Task: Regression. Given a peptide amino acid sequence and an MHC pseudo amino acid sequence, predict their binding affinity value. This is MHC class I binding data. (1) The peptide sequence is HPLHHPLSI. The MHC is HLA-B07:02 with pseudo-sequence HLA-B07:02. The binding affinity (normalized) is 0.733. (2) The peptide sequence is LEKEEMPTLI. The MHC is HLA-B40:02 with pseudo-sequence HLA-B40:02. The binding affinity (normalized) is 0.393. (3) The binding affinity (normalized) is 0. The MHC is HLA-A23:01 with pseudo-sequence HLA-A23:01. The peptide sequence is YYPSARIVY. (4) The peptide sequence is YTAGNKVDV. The MHC is HLA-A02:06 with pseudo-sequence HLA-A02:06. The binding affinity (normalized) is 0.0924. (5) The peptide sequence is YTGDFDSVI. The MHC is HLA-B15:01 with pseudo-sequence HLA-B15:01. The binding affinity (normalized) is 0.313. (6) The peptide sequence is SVVNARLRAK. The MHC is HLA-A33:01 with pseudo-sequence HLA-A33:01. The binding affinity (normalized) is 0.0364. (7) The binding affinity (normalized) is 0. The MHC is HLA-A03:01 with pseudo-sequence HLA-A03:01. The peptide sequence is GLFDFVNFV. (8) The peptide sequence is FMGRLGPEY. The MHC is HLA-A03:01 with pseudo-sequence HLA-A03:01. The binding affinity (normalized) is 0.0847. (9) The binding affinity (normalized) is 0.582. The peptide sequence is FDHTLMSIVS. The MHC is H-2-Kb with pseudo-sequence H-2-Kb. (10) The binding affinity (normalized) is 0.0847. The peptide sequence is TEAEKWPFF. The MHC is HLA-B35:01 with pseudo-sequence HLA-B35:01.